Dataset: Full USPTO retrosynthesis dataset with 1.9M reactions from patents (1976-2016). Task: Predict the reactants needed to synthesize the given product. (1) Given the product [Br:2][C:3]1[C:4]([CH3:10])=[CH:5][C:6]([O:13][CH3:12])=[N:7][CH:8]=1, predict the reactants needed to synthesize it. The reactants are: [Na].[Br:2][C:3]1[C:4]([CH3:10])=[CH:5][C:6](Cl)=[N:7][CH:8]=1.Cl.[CH3:12][OH:13]. (2) Given the product [CH3:1][O:2][C:3]1[CH:8]=[C:7]([NH2:9])[CH:6]=[CH:5][C:4]=1[N:12]1[CH:16]=[C:15]([CH3:17])[N:14]=[CH:13]1, predict the reactants needed to synthesize it. The reactants are: [CH3:1][O:2][C:3]1[CH:8]=[C:7]([N+:9]([O-])=O)[CH:6]=[CH:5][C:4]=1[N:12]1[CH:16]=[C:15]([CH3:17])[N:14]=[CH:13]1.[H][H].